From a dataset of Forward reaction prediction with 1.9M reactions from USPTO patents (1976-2016). Predict the product of the given reaction. (1) Given the reactants C(NC1C=CC(C2C=C3C(CN([C@@H](C(C)C)C(O)=O)C3=O)=CC=2)=CC=1)(=O)C1C=CC=CC=1.[Cl:33][C:34]1[CH:66]=[CH:65][CH:64]=[CH:63][C:35]=1[C:36]([NH:38][C:39]1[CH:44]=[CH:43][C:42]([C:45]2[CH:53]=[C:52]3[C:48]([CH2:49][N:50]([C@@H:55]([CH:60]([CH3:62])[CH3:61])[C:56]([O:58]C)=[O:57])[C:51]3=[O:54])=[CH:47][CH:46]=2)=[CH:41][CH:40]=1)=[O:37], predict the reaction product. The product is: [Cl:33][C:34]1[CH:66]=[CH:65][CH:64]=[CH:63][C:35]=1[C:36]([NH:38][C:39]1[CH:44]=[CH:43][C:42]([C:45]2[CH:53]=[C:52]3[C:48]([CH2:49][N:50]([C@@H:55]([CH:60]([CH3:61])[CH3:62])[C:56]([OH:58])=[O:57])[C:51]3=[O:54])=[CH:47][CH:46]=2)=[CH:41][CH:40]=1)=[O:37]. (2) Given the reactants [N:1]1[C:6]([NH2:7])=[CH:5][CH:4]=[CH:3][C:2]=1[C:8]1[CH:13]=[CH:12][CH:11]=[CH:10][N:9]=1.[CH2:14]([O:16][C:17]([N:19]=[C:20]=[S:21])=[O:18])[CH3:15].C(OCC)(=O)C, predict the reaction product. The product is: [N:9]1[CH:10]=[CH:11][CH:12]=[CH:13][C:8]=1[C:2]1[N:1]=[C:6]([NH:7][C:20]([NH:19][C:17](=[O:18])[O:16][CH2:14][CH3:15])=[S:21])[CH:5]=[CH:4][CH:3]=1.